From a dataset of Catalyst prediction with 721,799 reactions and 888 catalyst types from USPTO. Predict which catalyst facilitates the given reaction. (1) Reactant: [NH2:1][C:2]1[C:10]2[C:5](=[CH:6][CH:7]=[CH:8][C:9]=2[C:11]2[CH:16]=[CH:15][C:14]([NH:17][C:18]([NH:20][C:21]3[CH:26]=[CH:25][N:24]=[C:23]([CH2:27][C:28]#[N:29])[CH:22]=3)=[O:19])=[CH:13][CH:12]=2)[NH:4][N:3]=1.N1[CH2:35][CH2:34][CH2:33][CH2:32]C1.CC(O)=O. Product: [NH2:1][C:2]1[C:10]2[C:5](=[CH:6][CH:7]=[CH:8][C:9]=2[C:11]2[CH:12]=[CH:13][C:14]([NH:17][C:18]([NH:20][C:21]3[CH:26]=[CH:25][N:24]=[C:23]([C:27]([C:28]#[N:29])=[CH:32][CH:33]4[CH2:35][CH2:34]4)[CH:22]=3)=[O:19])=[CH:15][CH:16]=2)[NH:4][N:3]=1. The catalyst class is: 8. (2) Reactant: [CH2:1]([O:19][C:20]1[CH:21]=[C:22]([CH:45]=[CH:46][C:47](OC)=[O:48])[CH:23]=[C:24]([O:26][CH2:27][CH2:28][CH2:29][CH2:30][CH2:31][CH2:32][CH2:33][CH2:34]/[CH:35]=[CH:36]\[CH2:37]/[CH:38]=[CH:39]\[CH2:40][CH2:41][CH2:42][CH2:43][CH3:44])[CH:25]=1)[CH2:2][CH2:3][CH2:4][CH2:5][CH2:6][CH2:7][CH2:8]/[CH:9]=[CH:10]\[CH2:11]/[CH:12]=[CH:13]\[CH2:14][CH2:15][CH2:16][CH2:17][CH3:18].[H-].[Al+3].[Li+].[H-].[H-].[H-]. Product: [CH2:1]([O:19][C:20]1[CH:21]=[C:22]([CH2:45][CH2:46][CH2:47][OH:48])[CH:23]=[C:24]([O:26][CH2:27][CH2:28][CH2:29][CH2:30][CH2:31][CH2:32][CH2:33][CH2:34]/[CH:35]=[CH:36]\[CH2:37]/[CH:38]=[CH:39]\[CH2:40][CH2:41][CH2:42][CH2:43][CH3:44])[CH:25]=1)[CH2:2][CH2:3][CH2:4][CH2:5][CH2:6][CH2:7][CH2:8]/[CH:9]=[CH:10]\[CH2:11]/[CH:12]=[CH:13]\[CH2:14][CH2:15][CH2:16][CH2:17][CH3:18]. The catalyst class is: 1. (3) Product: [CH3:1][N:2]([CH2:4][C-:5]1[CH:9]=[CH:8][CH:7]=[C:6]1[CH2:47][N:48]([CH3:50])[CH3:49])[CH3:3].[C:28]1([Si:16]([C:10]2[CH:11]=[CH:12][CH:13]=[CH:14][CH:15]=2)([C:22]2[CH:23]=[CH:24][CH:25]=[CH:26][CH:27]=2)[C-:17]2[CH:21]=[CH:20][CH:19]=[CH:18]2)[CH:29]=[CH:30][CH:31]=[CH:32][CH:33]=1.[Fe+2:34]. Reactant: [CH3:1][N:2]([CH2:4][C-:5]1[CH:9]=[CH:8][CH:7]=[CH:6]1)[CH3:3].[C:10]1([Si:16]([C:28]2[CH:33]=[CH:32][CH:31]=[CH:30][CH:29]=2)([C:22]2[CH:27]=[CH:26][CH:25]=[CH:24][CH:23]=2)[C-:17]2[CH:21]=[CH:20][CH:19]=[CH:18]2)[CH:15]=[CH:14][CH:13]=[CH:12][CH:11]=1.[Fe+2:34].C([Li])CCC.C(=O)=O.CC(C)=O.[CH3:47][N+:48]([CH3:50])=[CH2:49].[I-]. The catalyst class is: 385. (4) Reactant: [CH:1]1([C:4]2[CH:14]=[N:13][C:7]3[N:8]=[CH:9][C:10](=[O:12])[NH:11][C:6]=3[CH:5]=2)[CH2:3][CH2:2]1.[BH4-].[Na+]. Product: [CH:1]1([C:4]2[CH:14]=[N:13][C:7]3[NH:8][CH2:9][C:10](=[O:12])[NH:11][C:6]=3[CH:5]=2)[CH2:3][CH2:2]1. The catalyst class is: 8.